From a dataset of Reaction yield outcomes from USPTO patents with 853,638 reactions. Predict the reaction yield, written as a fraction of the theoretical maximum amount of product (1.0 means a 100% yield; for example, 0.34 means a 34% yield). (1) The reactants are [F:1][C:2]([F:22])([F:21])[C:3](=O)[CH2:4][C:5]([C:7]1[CH:17]=[C:16]([O:18][CH3:19])[C:10]2[O:11][CH2:12][C:13](=[O:15])[NH:14][C:9]=2[CH:8]=1)=O.Cl.[F:24][C:25]1[CH:30]=[CH:29][C:28]([NH:31][NH2:32])=[C:27]([CH3:33])[CH:26]=1. No catalyst specified. The product is [F:24][C:25]1[CH:30]=[CH:29][C:28]([N:31]2[C:5]([C:7]3[CH:17]=[C:16]([O:18][CH3:19])[C:10]4[O:11][CH2:12][C:13](=[O:15])[NH:14][C:9]=4[CH:8]=3)=[CH:4][C:3]([C:2]([F:22])([F:21])[F:1])=[N:32]2)=[C:27]([CH3:33])[CH:26]=1. The yield is 0.440. (2) The reactants are Br[CH2:2][C:3]1[C:12]([C:13]#[N:14])=[CH:11][CH:10]=[CH:9][C:4]=1[C:5]([O:7][CH3:8])=[O:6].C1(=O)O[C:19](=[O:20])[C:18]2=[CH:22][CH:23]=[CH:24][CH:25]=[C:17]2[CH2:16]1.C(N(CC)CC)C. The catalyst is C(#N)C. The product is [O:20]=[C:19]1[C:18]2[C:17](=[CH:25][CH:24]=[CH:23][CH:22]=2)[C:16]2[CH2:2][C:3]3[C:4]([C:5]([O:7][CH3:8])=[O:6])=[CH:9][CH:10]=[CH:11][C:12]=3[C:13]=2[NH:14]1. The yield is 0.810. (3) The yield is 0.570. The catalyst is O.O1CCCC1. The reactants are [CH3:1][C:2]([CH3:13])([CH3:12])[C:3]([NH:5][C:6]1[CH:11]=[CH:10][CH:9]=[CH:8][N:7]=1)=[O:4].CN(C)CCN(C)C.C([Li])CCC.[I:27]I.S([O-])([O-])(=O)=S.[Na+].[Na+]. The product is [I:27][C:11]1[C:6]([NH:5][C:3](=[O:4])[C:2]([CH3:13])([CH3:12])[CH3:1])=[N:7][CH:8]=[CH:9][CH:10]=1. (4) The reactants are [OH:1][C:2]1[CH:12]=[CH:11][C:5]([C:6]([O:8]CC)=[O:7])=[CH:4][CH:3]=1.Br[CH2:14][CH2:15][CH2:16][CH2:17][CH2:18][CH2:19][OH:20].C(=O)([O-])[O-].[K+].[K+].CN(C)C(=O)C. The catalyst is O. The product is [OH:20][CH2:19][CH2:18][CH2:17][CH2:16][CH2:15][CH2:14][O:1][C:2]1[CH:3]=[CH:4][C:5]([C:6]([OH:8])=[O:7])=[CH:11][CH:12]=1. The yield is 0.860. (5) The reactants are CC([O-])(C)C.[K+].CC1C=CC(S([CH2:17][N+:18]#[C-])(=O)=O)=CC=1.[CH2:20]([O:27][C:28]1[CH:35]=[CH:34][C:31]([CH:32]=O)=[CH:30][C:29]=1[Cl:36])[C:21]1[CH:26]=[CH:25][CH:24]=[CH:23][CH:22]=1.CO. The catalyst is C1COCC1.O. The product is [CH2:20]([O:27][C:28]1[CH:35]=[CH:34][C:31]([CH2:32][C:17]#[N:18])=[CH:30][C:29]=1[Cl:36])[C:21]1[CH:26]=[CH:25][CH:24]=[CH:23][CH:22]=1. The yield is 0.340. (6) The reactants are [F:1][C:2]([F:11])([F:10])[CH2:3]N1CCCCC1.C([N:14](CC)CC)C.ClC1C=CC([S:26](Cl)(=[O:28])=[O:27])=CC=1. The catalyst is ClCCCl. The product is [F:1][C:2]([F:11])([F:10])[CH2:3][S:26]([NH2:14])(=[O:28])=[O:27]. The yield is 0.380. (7) The reactants are [Cl:1][C:2]1[CH:11]=[CH:10][C:9]([NH2:12])=[C:8]2[C:3]=1[CH:4]=[CH:5][CH:6]=[N:7]2.[Cl:13][C:14]1[CH:19]=[CH:18][C:17]([S:20](Cl)(=[O:22])=[O:21])=[C:16]([F:24])[CH:15]=1. No catalyst specified. The product is [Cl:13][C:14]1[CH:19]=[CH:18][C:17]([S:20]([NH:12][C:9]2[CH:10]=[CH:11][C:2]([Cl:1])=[C:3]3[C:8]=2[N:7]=[CH:6][CH:5]=[CH:4]3)(=[O:21])=[O:22])=[C:16]([F:24])[CH:15]=1. The yield is 0.350. (8) No catalyst specified. The yield is 0.840. The reactants are [F:1][C:2]1[CH:7]=[CH:6][C:5]([CH:8]([NH:12][CH2:13][C:14]2[CH:19]=[CH:18][CH:17]=[CH:16][CH:15]=2)[C:9]([OH:11])=[O:10])=[CH:4][CH:3]=1.[ClH:20].[CH3:21]O. The product is [ClH:20].[CH3:21][O:10][C:9](=[O:11])[CH:8]([NH:12][CH2:13][C:14]1[CH:15]=[CH:16][CH:17]=[CH:18][CH:19]=1)[C:5]1[CH:6]=[CH:7][C:2]([F:1])=[CH:3][CH:4]=1.